This data is from Full USPTO retrosynthesis dataset with 1.9M reactions from patents (1976-2016). The task is: Predict the reactants needed to synthesize the given product. (1) Given the product [CH3:20][CH:21]([CH3:23])[CH2:22][S:1]([C:5]1[CH:6]=[C:7]([CH:11]=[CH:12][CH:13]=1)[C:8]([OH:10])=[O:9])(=[O:3])=[O:4], predict the reactants needed to synthesize it. The reactants are: [S:1]([C:5]1[CH:6]=[C:7]([CH:11]=[CH:12][CH:13]=1)[C:8]([OH:10])=[O:9])([OH:4])(=[O:3])=O.C(=O)([O-])[O-].[K+].[K+].[CH2:20](I)[CH:21]([CH3:23])[CH3:22]. (2) Given the product [F:38][C:2]([F:1])([F:39])[C:3]1[CH:4]=[CH:5][C:6](/[CH:9]=[CH:10]/[C:11]2[O:12][CH:13]=[C:14]([CH2:16][O:17][C:18]3[CH:19]=[CH:20][C:21]([CH2:24][CH2:25][CH2:26][CH2:27][N:28]4[CH:32]=[CH:31][N:30]=[C:29]4[CH2:33][CH2:34][C:35]([N:40]4[CH2:45][CH2:44][O:43][CH2:42][CH2:41]4)=[O:37])=[CH:22][CH:23]=3)[N:15]=2)=[CH:7][CH:8]=1, predict the reactants needed to synthesize it. The reactants are: [F:1][C:2]([F:39])([F:38])[C:3]1[CH:8]=[CH:7][C:6](/[CH:9]=[CH:10]/[C:11]2[O:12][CH:13]=[C:14]([CH2:16][O:17][C:18]3[CH:23]=[CH:22][C:21]([CH2:24][CH2:25][CH2:26][CH2:27][N:28]4[CH:32]=[CH:31][N:30]=[C:29]4[CH2:33][CH2:34][C:35]([OH:37])=O)=[CH:20][CH:19]=3)[N:15]=2)=[CH:5][CH:4]=1.[NH:40]1[CH2:45][CH2:44][O:43][CH2:42][CH2:41]1.P(C#N)(OCC)(OCC)=O. (3) Given the product [I:24][C:7]1[S:6][C:5]([Si:4]([CH:1]([CH3:3])[CH3:2])([CH:10]([CH3:12])[CH3:11])[CH:13]([CH3:15])[CH3:14])=[CH:9][CH:8]=1, predict the reactants needed to synthesize it. The reactants are: [CH:1]([Si:4]([CH:13]([CH3:15])[CH3:14])([CH:10]([CH3:12])[CH3:11])[C:5]1[S:6][CH:7]=[CH:8][CH:9]=1)([CH3:3])[CH3:2].C(NC(C)C)(C)C.[Li].[I:24]I. (4) Given the product [OH:43][CH2:42][C@@H:41]([NH:40][C:1]([N:23]1[C:22]([CH3:35])([CH3:21])[C:30]2[CH:29]=[N:28][C:27]([S:31]([CH3:34])(=[O:33])=[O:32])=[N:26][C:25]=2[CH2:24]1)=[O:2])[C:44]1[CH:49]=[CH:48][CH:47]=[CH:46][CH:45]=1, predict the reactants needed to synthesize it. The reactants are: [C:1](Cl)(Cl)=[O:2].C1(C)C=CC=CC=1.CCN(C(C)C)C(C)C.[CH3:21][C:22]1([CH3:35])[C:30]2[CH:29]=[N:28][C:27]([S:31]([CH3:34])(=[O:33])=[O:32])=[N:26][C:25]=2[CH2:24][NH:23]1.C(Cl)(=O)N.[NH2:40][C@@H:41]([C:44]1[CH:49]=[CH:48][CH:47]=[CH:46][CH:45]=1)[CH2:42][OH:43]. (5) Given the product [C:1]1([C:24]2[CH:29]=[CH:28][CH:27]=[CH:26][CH:25]=2)[CH:6]=[CH:5][C:4]([CH:7]([NH:12][C:13]([CH2:14][NH:15][C:16](=[O:17])[O:18][C:19]([CH3:22])([CH3:20])[CH3:21])=[O:23])[CH2:8][C:9](=[O:10])[NH2:32])=[CH:3][CH:2]=1, predict the reactants needed to synthesize it. The reactants are: [C:1]1([C:24]2[CH:29]=[CH:28][CH:27]=[CH:26][CH:25]=2)[CH:6]=[CH:5][C:4]([CH:7]([NH:12][C:13](=[O:23])[CH2:14][NH:15][C:16]([O:18][C:19]([CH3:22])([CH3:21])[CH3:20])=[O:17])[CH2:8][C:9](O)=[O:10])=[CH:3][CH:2]=1.C([N:32](CC)CC)C.ClC(OCC)=O.N. (6) Given the product [O:14]=[C:13]1[N:12]2[CH2:15][CH2:16][S:17][C:11]2=[N:10][C:9]([CH:18]([N:21]([C:45](=[O:46])[C:44]2[CH:48]=[CH:49][C:41]([CH3:40])=[CH:42][CH:43]=2)[CH2:22][CH2:23][CH2:24][NH:25][C:26]([O:27][C:28]([CH3:31])([CH3:30])[CH3:29])=[O:32])[CH2:19][CH3:20])=[C:8]1[CH2:1][C:2]1[CH:3]=[CH:4][CH:5]=[CH:6][CH:7]=1, predict the reactants needed to synthesize it. The reactants are: [CH2:1]([C:8]1[C:13](=[O:14])[N:12]2[CH2:15][CH2:16][S:17][C:11]2=[N:10][C:9]=1[CH:18]([NH:21][CH2:22][CH2:23][CH2:24][NH:25][C:26](=[O:32])[O:27][C:28]([CH3:31])([CH3:30])[CH3:29])[CH2:19][CH3:20])[C:2]1[CH:7]=[CH:6][CH:5]=[CH:4][CH:3]=1.C(N(CC)CC)C.[CH3:40][C:41]1[CH:49]=[CH:48][C:44]([C:45](Cl)=[O:46])=[CH:43][CH:42]=1.